Dataset: NCI-60 drug combinations with 297,098 pairs across 59 cell lines. Task: Regression. Given two drug SMILES strings and cell line genomic features, predict the synergy score measuring deviation from expected non-interaction effect. (1) Drug 1: C1=CN(C(=O)N=C1N)C2C(C(C(O2)CO)O)O.Cl. Drug 2: C1=CC=C(C=C1)NC(=O)CCCCCCC(=O)NO. Cell line: OVCAR-4. Synergy scores: CSS=3.92, Synergy_ZIP=-2.89, Synergy_Bliss=-0.204, Synergy_Loewe=-3.59, Synergy_HSA=-1.21. (2) Drug 1: CCC1(CC2CC(C3=C(CCN(C2)C1)C4=CC=CC=C4N3)(C5=C(C=C6C(=C5)C78CCN9C7C(C=CC9)(C(C(C8N6C)(C(=O)OC)O)OC(=O)C)CC)OC)C(=O)OC)O. Drug 2: CS(=O)(=O)CCNCC1=CC=C(O1)C2=CC3=C(C=C2)N=CN=C3NC4=CC(=C(C=C4)OCC5=CC(=CC=C5)F)Cl. Cell line: HT29. Synergy scores: CSS=56.9, Synergy_ZIP=-0.663, Synergy_Bliss=-5.30, Synergy_Loewe=-5.83, Synergy_HSA=-3.38.